Dataset: NCI-60 drug combinations with 297,098 pairs across 59 cell lines. Task: Regression. Given two drug SMILES strings and cell line genomic features, predict the synergy score measuring deviation from expected non-interaction effect. (1) Cell line: PC-3. Drug 2: C1C(C(OC1N2C=NC(=NC2=O)N)CO)O. Drug 1: CN1CCC(CC1)COC2=C(C=C3C(=C2)N=CN=C3NC4=C(C=C(C=C4)Br)F)OC. Synergy scores: CSS=14.0, Synergy_ZIP=-6.00, Synergy_Bliss=0.0745, Synergy_Loewe=1.84, Synergy_HSA=2.25. (2) Drug 1: C1CCC(C(C1)N)N.C(=O)(C(=O)[O-])[O-].[Pt+4]. Drug 2: B(C(CC(C)C)NC(=O)C(CC1=CC=CC=C1)NC(=O)C2=NC=CN=C2)(O)O. Cell line: SF-539. Synergy scores: CSS=57.0, Synergy_ZIP=-7.81, Synergy_Bliss=-8.87, Synergy_Loewe=-23.8, Synergy_HSA=-11.9. (3) Drug 1: CCCS(=O)(=O)NC1=C(C(=C(C=C1)F)C(=O)C2=CNC3=C2C=C(C=N3)C4=CC=C(C=C4)Cl)F. Drug 2: CCC1=C2CN3C(=CC4=C(C3=O)COC(=O)C4(CC)O)C2=NC5=C1C=C(C=C5)O. Cell line: HT29. Synergy scores: CSS=53.1, Synergy_ZIP=-0.164, Synergy_Bliss=2.29, Synergy_Loewe=1.87, Synergy_HSA=4.65. (4) Drug 1: C1C(C(OC1N2C=NC(=NC2=O)N)CO)O. Drug 2: B(C(CC(C)C)NC(=O)C(CC1=CC=CC=C1)NC(=O)C2=NC=CN=C2)(O)O. Cell line: NCI-H460. Synergy scores: CSS=19.5, Synergy_ZIP=1.47, Synergy_Bliss=1.93, Synergy_Loewe=1.24, Synergy_HSA=2.27. (5) Synergy scores: CSS=6.84, Synergy_ZIP=-4.40, Synergy_Bliss=-2.95, Synergy_Loewe=-7.26, Synergy_HSA=-1.90. Drug 1: CC1C(C(CC(O1)OC2CC(CC3=C2C(=C4C(=C3O)C(=O)C5=C(C4=O)C(=CC=C5)OC)O)(C(=O)C)O)N)O.Cl. Cell line: UACC62. Drug 2: CCCCC(=O)OCC(=O)C1(CC(C2=C(C1)C(=C3C(=C2O)C(=O)C4=C(C3=O)C=CC=C4OC)O)OC5CC(C(C(O5)C)O)NC(=O)C(F)(F)F)O.